The task is: Predict the product of the given reaction.. This data is from Forward reaction prediction with 1.9M reactions from USPTO patents (1976-2016). Given the reactants [CH2:1]([O:8][C:9]1[C:17]2[C:12](=[CH:13][CH:14]=[CH:15][CH:16]=2)[N:11]([CH2:18][C:19]2[O:23][C:22]([C:24]([OH:26])=O)=[CH:21][CH:20]=2)[N:10]=1)[C:2]1[CH:7]=[CH:6][CH:5]=[CH:4][CH:3]=1.[NH:27]1[CH2:31][CH2:30][CH2:29][CH:28]1[CH2:32][OH:33], predict the reaction product. The product is: [CH2:1]([O:8][C:9]1[C:17]2[C:12](=[CH:13][CH:14]=[CH:15][CH:16]=2)[N:11]([CH2:18][C:19]2[O:23][C:22]([C:24]([N:27]3[CH2:31][CH2:30][CH2:29][CH:28]3[CH2:32][OH:33])=[O:26])=[CH:21][CH:20]=2)[N:10]=1)[C:2]1[CH:3]=[CH:4][CH:5]=[CH:6][CH:7]=1.